From a dataset of Full USPTO retrosynthesis dataset with 1.9M reactions from patents (1976-2016). Predict the reactants needed to synthesize the given product. (1) The reactants are: [O:1]=[C:2]([CH2:8][C:9](=[O:19])[C:10]1[C:15]([CH3:16])=[CH:14][C:13]([CH3:17])=[CH:12][C:11]=1[CH3:18])[C:3]([O:5][CH2:6][CH3:7])=[O:4].Cl.[N:21]([O-])=[O:22].[Na+]. Given the product [O:1]=[C:2]([C:8](=[N:21][OH:22])[C:9](=[O:19])[C:10]1[C:11]([CH3:18])=[CH:12][C:13]([CH3:17])=[CH:14][C:15]=1[CH3:16])[C:3]([O:5][CH2:6][CH3:7])=[O:4], predict the reactants needed to synthesize it. (2) Given the product [Cl:1][C:2]1[CH:7]=[C:6]2[C:5](=[CH:4][CH:3]=1)[N:8]([CH2:10][C:11]([N:13]([CH2:15][CH2:16][CH:17]([CH3:19])[CH3:18])[CH3:14])=[O:12])[CH:22]=[C:23]2[CH2:24][CH2:25][NH:26][CH3:27], predict the reactants needed to synthesize it. The reactants are: [Cl:1][C:2]1[CH:7]=[CH:6][C:5]([N:8]([CH2:10][C:11]([N:13]([CH2:15][CH2:16][CH:17]([CH3:19])[CH3:18])[CH3:14])=[O:12])N)=[CH:4][CH:3]=1.CO[CH:22](OC)[CH2:23][CH2:24][CH2:25][NH:26][CH3:27]. (3) Given the product [CH3:14][N:15]([CH3:16])[C:2]1[CH:9]=[CH:8][C:5]([CH:6]=[O:7])=[C:4]([C:10]([F:13])([F:12])[F:11])[CH:3]=1, predict the reactants needed to synthesize it. The reactants are: F[C:2]1[CH:9]=[CH:8][C:5]([CH:6]=[O:7])=[C:4]([C:10]([F:13])([F:12])[F:11])[CH:3]=1.[CH3:14][NH:15][CH3:16].C(=O)([O-])[O-].[K+].[K+].